Dataset: Forward reaction prediction with 1.9M reactions from USPTO patents (1976-2016). Task: Predict the product of the given reaction. Given the reactants F[C:2]1[CH:9]=[CH:8][CH:7]=[C:6]([F:10])[C:3]=1[C:4]#[N:5].COC[CH2:14][CH2:15][NH2:16].[C:17](=[O:20])([O-])[O-].[K+].[K+].O, predict the reaction product. The product is: [F:10][C:6]1[CH:7]=[CH:8][CH:9]=[C:2]([NH:16][CH2:15][CH2:14][O:20][CH3:17])[C:3]=1[C:4]#[N:5].